From a dataset of Catalyst prediction with 721,799 reactions and 888 catalyst types from USPTO. Predict which catalyst facilitates the given reaction. (1) Reactant: [C:1]([O:5][C:6]([NH:8][CH:9]([C:13]1[CH:18]=[CH:17][CH:16]=[CH:15][CH:14]=1)[C:10]([OH:12])=[O:11])=[O:7])([CH3:4])([CH3:3])[CH3:2].C(=NC1CCCCC1)=NC1CCCCC1.N1(O)C2C=CC=CC=2N=N1.[CH3:44][N:45]1[CH:50]2[CH2:51][CH2:52][CH:46]1[CH2:47][CH:48](O)[CH2:49]2. Product: [C:1]([O:5][C:6]([NH:8][CH:9]([C:13]1[CH:18]=[CH:17][CH:16]=[CH:15][CH:14]=1)[C:10]([O:12][CH:48]1[CH2:49][CH:50]2[N:45]([CH3:44])[CH:46]([CH2:52][CH2:51]2)[CH2:47]1)=[O:11])=[O:7])([CH3:4])([CH3:2])[CH3:3]. The catalyst class is: 1. (2) Reactant: [CH3:1][C:2]1[N:10]=[CH:9][CH:8]=[CH:7][C:3]=1[C:4]([OH:6])=O.O=S(Cl)Cl.[NH2:15][C:16]1[CH:17]=[C:18]([C:23](C)(C)[C:24]([NH:26][CH:27]([C:34]2[CH:39]=[CH:38][C:37]([Cl:40])=[CH:36][C:35]=2[CH3:41])[C:28]2[CH:33]=[CH:32][CH:31]=[CH:30][CH:29]=2)=[O:25])[CH:19]=[CH:20][C:21]=1[OH:22].CCN(C(C)C)C(C)C. Product: [Cl:40][C:37]1[CH:38]=[CH:39][C:34]([CH:27]([NH:26][C:24](=[O:25])[CH2:23][C:18]2[CH:19]=[CH:20][C:21]([OH:22])=[C:16]([NH:15][C:4](=[O:6])[C:3]3[CH:7]=[CH:8][CH:9]=[N:10][C:2]=3[CH3:1])[CH:17]=2)[C:28]2[CH:33]=[CH:32][CH:31]=[CH:30][CH:29]=2)=[C:35]([CH3:41])[CH:36]=1. The catalyst class is: 34.